This data is from Reaction yield outcomes from USPTO patents with 853,638 reactions. The task is: Predict the reaction yield, written as a fraction of the theoretical maximum amount of product (1.0 means a 100% yield; for example, 0.34 means a 34% yield). (1) The reactants are [Br:1][C:2]1[NH:10][C:9]2[C:8](=[O:11])[NH:7][C:6](=[O:12])[N:5]([CH3:13])[C:4]=2[N:3]=1.C(=O)([O-])[O-].[K+].[K+].[CH2:20]([O:22][CH2:23]Cl)[CH3:21]. The yield is 0.700. The catalyst is CN(C)C=O. The product is [Br:1][C:2]1[N:10]([CH2:23][O:22][CH2:20][CH3:21])[C:9]2[C:8](=[O:11])[NH:7][C:6](=[O:12])[N:5]([CH3:13])[C:4]=2[N:3]=1. (2) The reactants are [OH-].[Na+].C([O:5][C:6](=[O:40])[C:7]([O:10][C:11]1[CH:16]=[CH:15][C:14]([O:17][CH2:18][CH2:19][CH:20]([O:22][C:23]2[CH:28]=[CH:27][C:26]([CH2:29][CH3:30])=[CH:25][C:24]=2[C:31](=[O:38])[C:32]2[CH:37]=[CH:36][CH:35]=[CH:34][CH:33]=2)[CH3:21])=[CH:13][C:12]=1[CH3:39])([CH3:9])[CH3:8])C.Cl. The catalyst is C(O)C. The product is [C:31]([C:24]1[CH:25]=[C:26]([CH2:29][CH3:30])[CH:27]=[CH:28][C:23]=1[O:22][CH:20]([CH3:21])[CH2:19][CH2:18][O:17][C:14]1[CH:15]=[CH:16][C:11]([O:10][C:7]([CH3:8])([CH3:9])[C:6]([OH:40])=[O:5])=[C:12]([CH3:39])[CH:13]=1)(=[O:38])[C:32]1[CH:33]=[CH:34][CH:35]=[CH:36][CH:37]=1. The yield is 1.00.